From a dataset of HIV replication inhibition screening data with 41,000+ compounds from the AIDS Antiviral Screen. Binary Classification. Given a drug SMILES string, predict its activity (active/inactive) in a high-throughput screening assay against a specified biological target. The molecule is CCOC(=O)NC(NC(C)CC)(C(F)(F)F)C(F)(F)F. The result is 0 (inactive).